The task is: Predict which catalyst facilitates the given reaction.. This data is from Catalyst prediction with 721,799 reactions and 888 catalyst types from USPTO. (1) Reactant: [CH2:1]([O:8][C@H:9]1[CH2:12][C@H:11]([N:13]2[C:17]3[CH:18]=[C:19]([F:22])[CH:20]=[CH:21][C:16]=3[N:15]=[C:14]2[C@@H:23]([NH2:25])[CH3:24])[CH2:10]1)[C:2]1[CH:7]=[CH:6][CH:5]=[CH:4][CH:3]=1.[NH2:26][C:27]1[C:32]([C:33]#[N:34])=[C:31](Cl)[N:30]=[CH:29][N:28]=1.CCN(C(C)C)C(C)C. Product: [NH2:26][C:27]1[C:32]([C:33]#[N:34])=[C:31]([NH:25][C@H:23]([C:14]2[N:13]([C@H:11]3[CH2:12][C@H:9]([O:8][CH2:1][C:2]4[CH:3]=[CH:4][CH:5]=[CH:6][CH:7]=4)[CH2:10]3)[C:17]3[CH:18]=[C:19]([F:22])[CH:20]=[CH:21][C:16]=3[N:15]=2)[CH3:24])[N:30]=[CH:29][N:28]=1. The catalyst class is: 41. (2) Product: [OH:5][C:6]1[CH:11]=[CH:10][C:9]([S:12]([Cl:3])(=[O:15])=[O:13])=[CH:8][CH:7]=1. The catalyst class is: 9. Reactant: S(Cl)([Cl:3])=O.[OH:5][C:6]1[CH:11]=[CH:10][C:9]([S:12]([O-:15])(=O)=[O:13])=[CH:8][CH:7]=1.[Na+]. (3) Reactant: C(NC(C)C)(C)C.C([Li])CCC.C[Si](C)(C)[CH2:15][C:16]([O:18][C:19]([CH3:22])([CH3:21])[CH3:20])=[O:17].[CH2:25]([CH:28]1[CH2:33][CH2:32][CH2:31][CH2:30][C:29]1=O)[CH:26]=[CH2:27]. Product: [CH2:25]([CH:28]1[CH2:33][CH2:32][CH2:31][CH2:30][C:29]1=[CH:15][C:16]([O:18][C:19]([CH3:22])([CH3:21])[CH3:20])=[O:17])[CH:26]=[CH2:27]. The catalyst class is: 1.